This data is from Full USPTO retrosynthesis dataset with 1.9M reactions from patents (1976-2016). The task is: Predict the reactants needed to synthesize the given product. (1) Given the product [Br:1][C:2]1[CH:3]=[CH:4][C:5]([O:8][CH:12]2[CH2:13][CH2:14][O:9][CH2:10][CH2:11]2)=[N:6][CH:7]=1, predict the reactants needed to synthesize it. The reactants are: [Br:1][C:2]1[CH:3]=[CH:4][C:5]([OH:8])=[N:6][CH:7]=1.[O:9]1[CH2:14][CH2:13][CH:12](O)[CH2:11][CH2:10]1. (2) The reactants are: [F:1][C:2]([F:30])([F:29])[C:3]1[CH:4]=[C:5]([CH2:13][O:14][C@@H:15]2[CH2:21][CH2:20][C@@H:19]3[NH:22][C@@:16]2([C:23]2[CH:28]=[CH:27][CH:26]=[CH:25][CH:24]=2)[CH2:17][CH2:18]3)[CH:6]=[C:7]([C:9]([F:12])([F:11])[F:10])[CH:8]=1.C(=O)([O-])[O-].[K+].[K+].Br[CH2:38][CH2:39][OH:40].[ClH:41]. Given the product [ClH:41].[F:11][C:9]([F:12])([F:10])[C:7]1[CH:6]=[C:5]([CH2:13][O:14][C@@H:15]2[CH2:21][CH2:20][C@@H:19]3[N:22]([CH2:38][CH2:39][OH:40])[C@@:16]2([C:23]2[CH:24]=[CH:25][CH:26]=[CH:27][CH:28]=2)[CH2:17][CH2:18]3)[CH:4]=[C:3]([C:2]([F:29])([F:1])[F:30])[CH:8]=1, predict the reactants needed to synthesize it.